From a dataset of Full USPTO retrosynthesis dataset with 1.9M reactions from patents (1976-2016). Predict the reactants needed to synthesize the given product. (1) Given the product [Br:16][CH2:3][C:4]([C:6]1[CH:10]=[C:9]([CH3:11])[N:8]([C:12]([CH3:15])([CH3:14])[CH3:13])[N:7]=1)=[O:5], predict the reactants needed to synthesize it. The reactants are: [N+](=[CH:3][C:4]([C:6]1[CH:10]=[C:9]([CH3:11])[N:8]([C:12]([CH3:15])([CH3:14])[CH3:13])[N:7]=1)=[O:5])=[N-].[BrH:16]. (2) Given the product [F:1][C:2]1[CH:3]=[C:4]([CH:22]=[CH:23][C:24]=1[F:25])[CH2:5][NH:6][C:7]([C:9]1[CH:14]=[C:13]([CH3:15])[N:12]2[N:16]=[C:17]([NH2:19])[CH:18]=[C:11]2[N:10]=1)=[O:8], predict the reactants needed to synthesize it. The reactants are: [F:1][C:2]1[CH:3]=[C:4]([CH:22]=[CH:23][C:24]=1[F:25])[CH2:5][NH:6][C:7]([C:9]1[CH:14]=[C:13]([CH3:15])[N:12]2[N:16]=[C:17]([N+:19]([O-])=O)[CH:18]=[C:11]2[N:10]=1)=[O:8].[Sn](Cl)Cl. (3) Given the product [CH3:1][O:2][C:3]1[C:8]2[N:9]=[C:10]([C:12]([NH2:23])=[O:13])[S:11][C:7]=2[C:6]([N:15]2[CH2:20][CH2:19][O:18][CH2:17][CH2:16]2)=[CH:5][CH:4]=1, predict the reactants needed to synthesize it. The reactants are: [CH3:1][O:2][C:3]1[C:8]2[N:9]=[C:10]([C:12](O)=[O:13])[S:11][C:7]=2[C:6]([N:15]2[CH2:20][CH2:19][O:18][CH2:17][CH2:16]2)=[CH:5][CH:4]=1.C(N1C=CN=C1)([N:23]1C=CN=C1)=O.[OH-].[NH4+]. (4) Given the product [NH:1]1[CH:5]=[CH:4][N:3]=[C:2]1[CH2:6][N:7]([CH2:14][C:15]1[CH:28]=[CH:27][C:18]([C:19]([NH:21][CH2:22][CH2:23][CH2:24][CH2:25][NH:26][CH2:33][C:32]2[CH:35]=[CH:36][CH:37]=[CH:38][C:31]=2[C:30]([F:29])([F:39])[F:40])=[O:20])=[CH:17][CH:16]=1)[CH2:8][C:9]1[NH:13][CH:12]=[CH:11][N:10]=1, predict the reactants needed to synthesize it. The reactants are: [NH:1]1[CH:5]=[CH:4][N:3]=[C:2]1[CH2:6][N:7]([CH2:14][C:15]1[CH:28]=[CH:27][C:18]([C:19]([NH:21][CH2:22][CH2:23][CH2:24][CH2:25][NH2:26])=[O:20])=[CH:17][CH:16]=1)[CH2:8][C:9]1[NH:10][CH:11]=[CH:12][N:13]=1.[F:29][C:30]([F:40])([F:39])[C:31]1[CH:38]=[CH:37][CH:36]=[CH:35][C:32]=1[CH:33]=O.C(OC)(OC)OC.[BH4-].[Na+]. (5) Given the product [CH3:13][O:12][CH2:11][O:10][C:8]1[CH:9]=[C:4]([CH2:3][OH:2])[CH:5]=[C:6]([O:14][CH2:15][O:16][CH3:17])[CH:7]=1, predict the reactants needed to synthesize it. The reactants are: C[O:2][C:3](=O)[C:4]1[CH:9]=[C:8]([O:10][CH2:11][O:12][CH3:13])[CH:7]=[C:6]([O:14][CH2:15][O:16][CH3:17])[CH:5]=1.[H-].[Al+3].[Li+].[H-].[H-].[H-].O.O.O.O.O.O.O.O.O.O.S([O-])([O-])(=O)=O.[Na+].[Na+]. (6) Given the product [Cl:17][C:11]1[CH:10]=[C:9]([NH:8][C:6]2[C:5]([F:18])=[CH:4][N:3]=[C:2]([NH:23][C:22]3[CH:24]=[CH:25][CH:26]=[C:20]([OH:19])[CH:21]=3)[N:7]=2)[CH:14]=[CH:13][C:12]=1[O:15][CH3:16], predict the reactants needed to synthesize it. The reactants are: Cl[C:2]1[N:7]=[C:6]([NH:8][C:9]2[CH:14]=[CH:13][C:12]([O:15][CH3:16])=[C:11]([Cl:17])[CH:10]=2)[C:5]([F:18])=[CH:4][N:3]=1.[OH:19][C:20]1[CH:21]=[C:22]([CH:24]=[CH:25][CH:26]=1)[NH2:23]. (7) Given the product [ClH:12].[Cl:12][C:11]1[CH:7]=[C:3]([C:4]([NH2:6])=[O:5])[C:1](=[NH:2])[N:29]([CH:20]2[C:19]3[C:24](=[CH:25][CH:26]=[C:17]([Cl:16])[CH:18]=3)[S:23](=[O:28])(=[O:27])[CH2:22][CH2:21]2)[CH:10]=1, predict the reactants needed to synthesize it. The reactants are: [C:1]([CH:3]([CH:7]1[C:11]([Cl:12])=[C:10](Cl)C(=O)O1)[C:4]([NH2:6])=[O:5])#[N:2].Cl.[Cl:16][C:17]1[CH:18]=[C:19]2[C:24](=[CH:25][CH:26]=1)[S:23](=[O:28])(=[O:27])[CH2:22][CH2:21][CH:20]2[NH2:29].C(=O)([O-])[O-].[K+].[K+]. (8) Given the product [CH3:1][O:2][C:3]1[C:8]([O:9][CH3:10])=[CH:7][CH:6]=[C:5]([CH2:11][NH2:12])[N:4]=1, predict the reactants needed to synthesize it. The reactants are: [CH3:1][O:2][C:3]1[C:8]([O:9][CH3:10])=[CH:7][CH:6]=[C:5]([C:11]#[N:12])[N:4]=1.Cl.